Dataset: NCI-60 drug combinations with 297,098 pairs across 59 cell lines. Task: Regression. Given two drug SMILES strings and cell line genomic features, predict the synergy score measuring deviation from expected non-interaction effect. Drug 1: CC12CCC3C(C1CCC2=O)CC(=C)C4=CC(=O)C=CC34C. Drug 2: C1=CC(=CC=C1CCCC(=O)O)N(CCCl)CCCl. Cell line: NCI-H522. Synergy scores: CSS=36.0, Synergy_ZIP=4.98, Synergy_Bliss=5.33, Synergy_Loewe=5.20, Synergy_HSA=7.58.